From a dataset of Forward reaction prediction with 1.9M reactions from USPTO patents (1976-2016). Predict the product of the given reaction. (1) Given the reactants CS(O[CH2:6][CH2:7][O:8][CH:9]1[CH2:26][CH2:25][C:12]2([CH2:17][CH2:16][N:15]([C:18]([O:20][C:21]([CH3:24])([CH3:23])[CH3:22])=[O:19])[CH2:14][CH2:13]2)[CH2:11][CH2:10]1)(=O)=O.[H-].[Na+].[NH:29]1[CH:33]=[CH:32][N:31]=[CH:30]1, predict the reaction product. The product is: [N:29]1([CH2:6][CH2:7][O:8][CH:9]2[CH2:10][CH2:11][C:12]3([CH2:17][CH2:16][N:15]([C:18]([O:20][C:21]([CH3:23])([CH3:24])[CH3:22])=[O:19])[CH2:14][CH2:13]3)[CH2:25][CH2:26]2)[CH:33]=[CH:32][N:31]=[CH:30]1. (2) Given the reactants [Cl:1][C:2]1[CH:7]=[CH:6][CH:5]=[CH:4][C:3]=1[C:8]1[C:12]([C:13]2[N:17]=[CH:16][N:15](COCC[Si](C)(C)C)[N:14]=2)=[CH:11][N:10]([C:26]2[CH:31]=[CH:30][N:29]=[C:28]([NH:32][C:33](=[O:35])[CH3:34])[CH:27]=2)[N:9]=1.C(O)(C(F)(F)F)=O, predict the reaction product. The product is: [Cl:1][C:2]1[CH:7]=[CH:6][CH:5]=[CH:4][C:3]=1[C:8]1[C:12]([C:13]2[N:17]=[CH:16][NH:15][N:14]=2)=[CH:11][N:10]([C:26]2[CH:31]=[CH:30][N:29]=[C:28]([NH:32][C:33](=[O:35])[CH3:34])[CH:27]=2)[N:9]=1.